Dataset: Full USPTO retrosynthesis dataset with 1.9M reactions from patents (1976-2016). Task: Predict the reactants needed to synthesize the given product. (1) Given the product [CH:1]([C:4]1[NH:5][C:6]([C:16]2[CH:17]=[C:18]([C:22]3[CH:27]=[CH:26][C:25]([C:28]([N:30]4[CH2:31][CH2:32][S:33](=[O:44])[CH2:34][CH2:35]4)=[O:29])=[CH:24][CH:23]=3)[CH:19]=[CH:20][CH:21]=2)=[C:7]([C:9]2[CH:14]=[CH:13][CH:12]=[C:11]([CH3:15])[N:10]=2)[N:8]=1)([CH3:3])[CH3:2], predict the reactants needed to synthesize it. The reactants are: [CH:1]([C:4]1[NH:5][C:6]([C:16]2[CH:17]=[C:18]([C:22]3[CH:27]=[CH:26][C:25]([C:28]([N:30]4[CH2:35][CH2:34][S:33][CH2:32][CH2:31]4)=[O:29])=[CH:24][CH:23]=3)[CH:19]=[CH:20][CH:21]=2)=[C:7]([C:9]2[CH:14]=[CH:13][CH:12]=[C:11]([CH3:15])[N:10]=2)[N:8]=1)([CH3:3])[CH3:2].ClC1C=CC=C(C(OO)=[O:44])C=1.O. (2) Given the product [C:1]([C:5]1[N:9]([CH2:10][CH:11]2[CH2:16][CH2:15][CH2:14][CH2:13][CH2:12]2)[C:8]2[CH:17]=[CH:18][C:19]([N:21]([CH3:22])[S:32]([C:29]3[CH:28]=[CH:27][C:26]([N+:23]([O-:25])=[O:24])=[CH:31][CH:30]=3)(=[O:33])=[O:34])=[CH:20][C:7]=2[N:6]=1)([CH3:4])([CH3:2])[CH3:3], predict the reactants needed to synthesize it. The reactants are: [C:1]([C:5]1[N:9]([CH2:10][CH:11]2[CH2:16][CH2:15][CH2:14][CH2:13][CH2:12]2)[C:8]2[CH:17]=[CH:18][C:19]([NH:21][CH3:22])=[CH:20][C:7]=2[N:6]=1)([CH3:4])([CH3:3])[CH3:2].[N+:23]([C:26]1[CH:31]=[CH:30][C:29]([S:32](Cl)(=[O:34])=[O:33])=[CH:28][CH:27]=1)([O-:25])=[O:24].